This data is from Peptide-MHC class I binding affinity with 185,985 pairs from IEDB/IMGT. The task is: Regression. Given a peptide amino acid sequence and an MHC pseudo amino acid sequence, predict their binding affinity value. This is MHC class I binding data. (1) The peptide sequence is KVNSTITRY. The MHC is HLA-A01:01 with pseudo-sequence HLA-A01:01. The binding affinity (normalized) is 0.178. (2) The peptide sequence is MSLLDAHIPQL. The MHC is HLA-B07:02 with pseudo-sequence HLA-B07:02. The binding affinity (normalized) is 0. (3) The peptide sequence is KVNACHHNY. The MHC is HLA-A01:01 with pseudo-sequence HLA-A01:01. The binding affinity (normalized) is 0.237. (4) The peptide sequence is EEIRRIWRQ. The MHC is HLA-B27:05 with pseudo-sequence HLA-B27:05. The binding affinity (normalized) is 0.0847. (5) The peptide sequence is WALRHPGFTV. The MHC is HLA-A02:06 with pseudo-sequence HLA-A02:06. The binding affinity (normalized) is 0.591. (6) The peptide sequence is PEVTFMWT. The MHC is Mamu-A11 with pseudo-sequence Mamu-A11. The binding affinity (normalized) is 0. (7) The peptide sequence is KLQWLFAAL. The MHC is HLA-A69:01 with pseudo-sequence HLA-A69:01. The binding affinity (normalized) is 0.171.